This data is from Reaction yield outcomes from USPTO patents with 853,638 reactions. The task is: Predict the reaction yield, written as a fraction of the theoretical maximum amount of product (1.0 means a 100% yield; for example, 0.34 means a 34% yield). (1) The reactants are [NH2:1][C:2]1[CH:7]=[C:6]([C:8]2[S:9][CH:10]=[CH:11][CH:12]=2)[CH:5]=[CH:4][C:3]=1[NH:13][C:14](=[O:20])[O:15][C:16]([CH3:19])([CH3:18])[CH3:17].[O:21]1[CH2:26][CH2:25][CH:24]([C:27](O)=[O:28])[CH2:23][CH2:22]1.CN(C(ON1N=NC2C=CC=NC1=2)=[N+](C)C)C.F[P-](F)(F)(F)(F)F.CCN(C(C)C)C(C)C. The product is [O:21]1[CH2:26][CH2:25][CH:24]([C:27]([NH:1][C:2]2[CH:7]=[C:6]([C:8]3[S:9][CH:10]=[CH:11][CH:12]=3)[CH:5]=[CH:4][C:3]=2[NH:13][C:14](=[O:20])[O:15][C:16]([CH3:17])([CH3:19])[CH3:18])=[O:28])[CH2:23][CH2:22]1. The yield is 0.780. The catalyst is CN(C=O)C.O. (2) The reactants are [C:9](O[C:9]([O:11][C:12]([CH3:15])([CH3:14])[CH3:13])=[O:10])([O:11][C:12]([CH3:15])([CH3:14])[CH3:13])=[O:10].[I:16][C:17]1[C:25]2[C:20](=[CH:21][C:22]([N+:35]([O-:37])=[O:36])=[C:23]([NH:26][CH2:27][CH2:28][N:29]3[CH2:34][CH2:33][O:32][CH2:31][CH2:30]3)[CH:24]=2)[NH:19][N:18]=1. The catalyst is CN(C1C=CN=CC=1)C.C(#N)C. The product is [I:16][C:17]1[C:25]2[C:20](=[CH:21][C:22]([N+:35]([O-:37])=[O:36])=[C:23]([NH:26][CH2:27][CH2:28][N:29]3[CH2:34][CH2:33][O:32][CH2:31][CH2:30]3)[CH:24]=2)[N:19]([C:9]([O:11][C:12]([CH3:13])([CH3:14])[CH3:15])=[O:10])[N:18]=1. The yield is 0.970. (3) The reactants are [CH3:1][O-:2].[Na+].[Cl:4][C:5]1[CH:35]=[CH:34][CH:33]=[C:32]([Cl:36])[C:6]=1[CH2:7][C:8]1[S:9][C:10]2[N:11]=[C:12](S(C)(=O)=O)[N:13]=[C:14]([NH:17][C:18]3[CH:23]=[CH:22][C:21]([C:24]([F:27])([F:26])[F:25])=[CH:20][CH:19]=3)[C:15]=2[N:16]=1. The catalyst is C(O)(=O)C.CO. The product is [Cl:4][C:5]1[CH:35]=[CH:34][CH:33]=[C:32]([Cl:36])[C:6]=1[CH2:7][C:8]1[S:9][C:10]2[N:11]=[C:12]([O:2][CH3:1])[N:13]=[C:14]([NH:17][C:18]3[CH:23]=[CH:22][C:21]([C:24]([F:27])([F:26])[F:25])=[CH:20][CH:19]=3)[C:15]=2[N:16]=1. The yield is 0.450. (4) The reactants are [CH2:1]([O:15][C:16]1[O:20][C:19]([C:21]([OH:23])=[O:22])=[CH:18][CH:17]=1)[CH2:2][CH2:3][CH2:4][CH2:5][CH2:6][CH2:7][CH2:8][CH2:9][CH2:10][CH2:11][CH2:12][CH2:13][CH3:14].C1(N=C=NC2CCCCC2)CCCCC1.[F:39][C:40]([F:44])([F:43])[CH2:41]O.CCOC(C)=O. The catalyst is C(Cl)Cl. The product is [CH2:1]([O:15][C:16]1[O:20][C:19]([C:21]([O:23][CH2:41][C:40]([F:44])([F:43])[F:39])=[O:22])=[CH:18][CH:17]=1)[CH2:2][CH2:3][CH2:4][CH2:5][CH2:6][CH2:7][CH2:8][CH2:9][CH2:10][CH2:11][CH2:12][CH2:13][CH3:14]. The yield is 0.700. (5) The reactants are [CH2:1]([O:4][N:5]1[C:11](=[O:12])[N:10]2[CH2:13][C@H:6]1[C:7]([CH3:17])=[CH:8][C@H:9]2[C:14]([NH2:16])=O)[CH:2]=[CH2:3].[OH-].C([NH+](CC)CC)C. The catalyst is C(Cl)Cl. The product is [CH2:1]([O:4][N:5]1[C:11](=[O:12])[N:10]2[CH2:13][C@H:6]1[C:7]([CH3:17])=[CH:8][C@H:9]2[C:14]#[N:16])[CH:2]=[CH2:3]. The yield is 0.830. (6) The reactants are Cl[C:2]1[N:14]=[C:13]([Cl:15])[CH:12]=[C:11]([CH3:16])[C:3]=1[C:4]([O:6][C:7]([CH3:10])([CH3:9])[CH3:8])=[O:5].[CH3:17][C:18]1([CH3:24])[CH2:23][CH2:22][NH:21][CH2:20][CH2:19]1.CCN(C(C)C)C(C)C. The catalyst is ClCCCl. The product is [Cl:15][C:13]1[CH:12]=[C:11]([CH3:16])[C:3]([C:4]([O:6][C:7]([CH3:10])([CH3:9])[CH3:8])=[O:5])=[C:2]([N:21]2[CH2:22][CH2:23][C:18]([CH3:24])([CH3:17])[CH2:19][CH2:20]2)[N:14]=1. The yield is 0.440. (7) The catalyst is C(Cl)Cl. The product is [F:1][C:2]1[CH:3]=[C:4]([CH:11]=[C:12]([F:14])[CH:13]=1)[O:5][CH2:6][C:7]([CH3:10])([O:9][Si:22]([CH2:27][CH3:28])([CH2:25][CH3:26])[CH2:23][CH3:24])[CH3:8]. The reactants are [F:1][C:2]1[CH:3]=[C:4]([CH:11]=[C:12]([F:14])[CH:13]=1)[O:5][CH2:6][C:7]([CH3:10])([OH:9])[CH3:8].C(N(CC)CC)C.[Si:22](OS(C(F)(F)F)(=O)=O)([CH2:27][CH3:28])([CH2:25][CH3:26])[CH2:23][CH3:24]. The yield is 1.00. (8) The catalyst is C(OCC)C. The product is [CH2:1]=[C:29]1[CH2:32][N:31]([C:33]([O:35][C:36]([CH3:39])([CH3:38])[CH3:37])=[O:34])[CH2:30]1. The yield is 1.00. The reactants are [CH3:1]C(C)([O-])C.[K+].[Br-].CP(C1C=CC=CC=1)(C1C=CC=CC=1)C1C=CC=CC=1.O=[C:29]1[CH2:32][N:31]([C:33]([O:35][C:36]([CH3:39])([CH3:38])[CH3:37])=[O:34])[CH2:30]1. (9) The reactants are [F:1][C:2]([F:13])([F:12])[C:3]1[NH:11][C:6]2=[N:7][CH:8]=[CH:9][CH:10]=[C:5]2[CH:4]=1.ClC1C=C(C=CC=1)C(OO)=[O:19]. The catalyst is CCOC(C)=O. The product is [F:13][C:2]([F:1])([F:12])[C:3]1[NH:11][C:6]2=[N+:7]([O-:19])[CH:8]=[CH:9][CH:10]=[C:5]2[CH:4]=1. The yield is 0.470.